This data is from Choline transporter screen with 302,306 compounds. The task is: Binary Classification. Given a drug SMILES string, predict its activity (active/inactive) in a high-throughput screening assay against a specified biological target. (1) The drug is S(=O)(=O)(N1CCOCC1)c1cc(NC(=O)CSc2n(N)c(nn2)C2CC2)c(OC)cc1. The result is 0 (inactive). (2) The drug is S=C(N1CCOCC1)Cc1cc(OC)ccc1. The result is 0 (inactive).